Dataset: Catalyst prediction with 721,799 reactions and 888 catalyst types from USPTO. Task: Predict which catalyst facilitates the given reaction. Reactant: [C:1]1([S:7]([NH:10][C:11](=[O:32])[C:12]2[CH:17]=[CH:16][C:15]([NH:18][C:19](=O)[CH3:20])=[C:14]([NH:22][CH2:23][C:24]3[CH:29]=[CH:28][C:27]([F:30])=[CH:26][C:25]=3[F:31])[CH:13]=2)(=[O:9])=[O:8])[CH:6]=[CH:5][CH:4]=[CH:3][CH:2]=1.Cl.CO.C(=O)(O)[O-].[K+]. Product: [C:1]1([S:7]([NH:10][C:11]([C:12]2[CH:17]=[CH:16][C:15]3[N:18]=[C:19]([CH3:20])[N:22]([CH2:23][C:24]4[CH:29]=[CH:28][C:27]([F:30])=[CH:26][C:25]=4[F:31])[C:14]=3[CH:13]=2)=[O:32])(=[O:9])=[O:8])[CH:6]=[CH:5][CH:4]=[CH:3][CH:2]=1. The catalyst class is: 6.